Dataset: Forward reaction prediction with 1.9M reactions from USPTO patents (1976-2016). Task: Predict the product of the given reaction. The product is: [CH2:14]([O:13][C:11]([NH:10][CH2:9][CH2:8][CH2:7][C@H:2]([NH:1][C:34]([C:30]1[C:29](=[O:37])[N:28]([CH:27]([C:21]2[CH:26]=[CH:25][CH:24]=[CH:23][CH:22]=2)[C:38]2[CH:39]=[CH:40][CH:41]=[CH:42][CH:43]=2)[CH:33]=[CH:32][CH:31]=1)=[O:35])[C:3]([O:5][CH3:6])=[O:4])=[O:12])[C:15]1[CH:20]=[CH:19][CH:18]=[CH:17][CH:16]=1. Given the reactants [NH2:1][C@@H:2]([CH2:7][CH2:8][CH2:9][NH:10][C:11]([O:13][CH2:14][C:15]1[CH:20]=[CH:19][CH:18]=[CH:17][CH:16]=1)=[O:12])[C:3]([O:5][CH3:6])=[O:4].[C:21]1([CH:27]([C:38]2[CH:43]=[CH:42][CH:41]=[CH:40][CH:39]=2)[N:28]2[CH:33]=[CH:32][CH:31]=[C:30]([C:34](O)=[O:35])[C:29]2=[O:37])[CH:26]=[CH:25][CH:24]=[CH:23][CH:22]=1.C(N(C(C)C)CC)(C)C.CN(C(ON1N=NC2C=CC=CC1=2)=[N+](C)C)C.F[P-](F)(F)(F)(F)F, predict the reaction product.